From a dataset of Full USPTO retrosynthesis dataset with 1.9M reactions from patents (1976-2016). Predict the reactants needed to synthesize the given product. (1) Given the product [NH2:15][C@:16]12[CH2:24][N:23]([C@@H:25]([C:27]3[CH:28]=[CH:29][CH:30]=[CH:31][CH:32]=3)[CH3:26])[CH2:22][C@@H:21]1[CH2:20][CH:19]=[CH:18][CH2:17]2, predict the reactants needed to synthesize it. The reactants are: [H-].COCCO[Al+]OCCOC.[Na+].[H-].[NH2:15][C@:16]12[CH2:24][N:23]([C@@H:25]([C:27]3[CH:32]=[CH:31][CH:30]=[CH:29][CH:28]=3)[CH3:26])[C:22](=O)[C@@H:21]1[CH2:20][CH:19]=[CH:18][CH2:17]2.[OH-].[Na+]. (2) Given the product [OH:12][N:9]1[CH2:10][CH2:11][N:7]([CH2:6][CH2:5][CH2:4][CH:3]=[O:2])[C:8]1=[O:13], predict the reactants needed to synthesize it. The reactants are: C[O:2][CH:3](OC)[CH2:4][CH2:5][CH2:6][N:7]1[CH2:11][CH2:10][N:9]([OH:12])[C:8]1=[O:13].Cl.C([O-])([O-])=O.[Na+].[Na+]. (3) Given the product [CH:1]1([C:4]([C:7]2[C:8]([F:40])=[CH:9][C:10]3[C:11]4[N:32]=[CH:31][C:30]([C:33]5[N:37]([CH3:38])[N:36]=[N:35][C:34]=5[CH3:39])=[CH:29][C:12]=4[N:13]([C@H:16]([C:17]4[CH:22]=[CH:21][CH:20]=[CH:19][C:18]=4[F:55])[CH:23]4[CH2:28][CH2:27][O:26][CH2:25][CH2:24]4)[C:14]=3[CH:15]=2)([OH:6])[CH3:5])[CH2:3][CH2:2]1, predict the reactants needed to synthesize it. The reactants are: [CH:1]1([C:4]([C:7]2[C:8]([F:40])=[CH:9][C:10]3[C:11]4[N:32]=[CH:31][C:30]([C:33]5[N:37]([CH3:38])[N:36]=[N:35][C:34]=5[CH3:39])=[CH:29][C:12]=4[N:13]([C@@H:16]([CH:23]4[CH2:28][CH2:27][O:26][CH2:25][CH2:24]4)[C:17]4[CH:22]=[CH:21][CH:20]=[CH:19][CH:18]=4)[C:14]=3[CH:15]=2)([OH:6])[CH3:5])[CH2:3][CH2:2]1.C1([C@@H](C2CCOCC2)O)C=CC=CC=1.[F:55]C1C=CC=CC=1[C@@H](C1CCOCC1)O.